From a dataset of Reaction yield outcomes from USPTO patents with 853,638 reactions. Predict the reaction yield, written as a fraction of the theoretical maximum amount of product (1.0 means a 100% yield; for example, 0.34 means a 34% yield). (1) The reactants are [CH2:1]([O:8][C:9]([NH:11][CH2:12]/[CH:13]=[CH:14]/[B:15]([OH:17])[OH:16])=[O:10])[C:2]1[CH:7]=[CH:6][CH:5]=[CH:4][CH:3]=1.O[C:19]([C:22](O)([CH3:24])[CH3:23])([CH3:21])[CH3:20].S([O-])([O-])(=O)=O.[Mg+2]. The catalyst is CCOCC. The product is [CH3:20][C:19]1([CH3:21])[C:22]([CH3:24])([CH3:23])[O:16][B:15](/[CH:14]=[CH:13]/[CH2:12][NH:11][C:9](=[O:10])[O:8][CH2:1][C:2]2[CH:3]=[CH:4][CH:5]=[CH:6][CH:7]=2)[O:17]1. The yield is 0.500. (2) The reactants are Cl[C:2]1[N:7]=[C:6]([N:8]2[CH2:12][CH2:11][C:10]([F:14])([F:13])[CH2:9]2)[C:5]2[CH:15]=[N:16][N:17]([CH2:18][C:19]3[CH:24]=[CH:23][C:22]([O:25][CH3:26])=[CH:21][CH:20]=3)[C:4]=2[CH:3]=1.[CH:27]1([B-](F)(F)F)[CH2:29][CH2:28]1.[K+].C(=O)([O-])[O-].[Cs+].[Cs+].C(P(C12CC3CC(CC(C3)C1)C2)C12CC3CC(CC(C3)C1)C2)CCC. The catalyst is C1(C)C=CC=CC=1.CC([O-])=O.CC([O-])=O.[Pd+2].O. The product is [CH:27]1([C:2]2[N:7]=[C:6]([N:8]3[CH2:12][CH2:11][C:10]([F:13])([F:14])[CH2:9]3)[C:5]3[CH:15]=[N:16][N:17]([CH2:18][C:19]4[CH:20]=[CH:21][C:22]([O:25][CH3:26])=[CH:23][CH:24]=4)[C:4]=3[CH:3]=2)[CH2:29][CH2:28]1. The yield is 0.850. (3) The reactants are [CH2:1]([O:3][C:4]1[C:12]([F:13])=[CH:11][CH:10]=[C:9]2[C:5]=1[C:6]([CH2:15][C:16]([O:18]C)=[O:17])=[CH:7][N:8]2[CH3:14])[CH3:2].[OH-].[Na+].Cl. The catalyst is CO. The product is [CH2:1]([O:3][C:4]1[C:12]([F:13])=[CH:11][CH:10]=[C:9]2[C:5]=1[C:6]([CH2:15][C:16]([OH:18])=[O:17])=[CH:7][N:8]2[CH3:14])[CH3:2]. The yield is 0.940. (4) The catalyst is ClCCl.CN(C)C=O.CO. The yield is 0.400. The reactants are [CH3:1][N:2]1[CH:6]=[C:5]([CH:7]=O)[CH:4]=[N:3]1.[NH:9]1[CH2:14][CH2:13][CH:12]([C:15]2[CH:37]=[CH:36][C:18]([C:19]([NH:21][C:22]3[CH:27]=[CH:26][CH:25]=[CH:24][C:23]=3[NH:28]C(=O)OC(C)(C)C)=[O:20])=[CH:17][CH:16]=2)[CH2:11][CH2:10]1.C(O)(=O)C.C(O[BH-](OC(=O)C)OC(=O)C)(=O)C.[Na+]. The product is [NH2:28][C:23]1[CH:24]=[CH:25][CH:26]=[CH:27][C:22]=1[NH:21][C:19](=[O:20])[C:18]1[CH:36]=[CH:37][C:15]([CH:12]2[CH2:13][CH2:14][N:9]([CH2:7][C:5]3[CH:4]=[N:3][N:2]([CH3:1])[CH:6]=3)[CH2:10][CH2:11]2)=[CH:16][CH:17]=1. (5) The reactants are Cl[CH2:2][C:3](Cl)=[O:4].[N+:6]([C:9]1[CH:14]=[CH:13][C:12]([OH:15])=[C:11]([NH2:16])[CH:10]=1)([O-:8])=[O:7].C([O-])(O)=O.[Na+]. The catalyst is [Cl-].C([N+](C)(C)C)C1C=CC=CC=1.C(Cl)(Cl)Cl. The product is [N+:6]([C:9]1[CH:14]=[CH:13][C:12]2[O:15][CH2:2][C:3](=[O:4])[NH:16][C:11]=2[CH:10]=1)([O-:8])=[O:7]. The yield is 0.410. (6) The reactants are [CH3:1][C:2]1[CH:3]=[C:4]([NH:8][C:9]2[C:10]3[CH:17]=[CH:16][NH:15][C:11]=3[N:12]=[CH:13][N:14]=2)[CH:5]=[CH:6][CH:7]=1.[H-].[Na+].[C:20](Cl)(=[O:22])[CH3:21]. The catalyst is C(#N)C. The product is [C:2]1([CH3:1])[CH:7]=[CH:6][CH:5]=[C:4]([NH:8][C:9]2[C:10]3[CH:17]=[CH:16][N:15]([C:20](=[O:22])[CH3:21])[C:11]=3[N:12]=[CH:13][N:14]=2)[CH:3]=1. The yield is 0.550. (7) The reactants are ClC1N=[C:4]([NH:18][C:19]2[C:24]([C:25]#[C:26][Si:27]([CH3:30])([CH3:29])[CH3:28])=[CH:23][C:22]([CH3:31])=[CH:21][N:20]=2)[C:5](=[O:17])[N:6]([CH2:8][C:9]2[CH:14]=[CH:13][C:12]([O:15][CH3:16])=[CH:11][CH:10]=2)[CH:7]=1.C1(C)C=CC=CC=1. The product is [CH3:16][O:15][C:12]1[CH:13]=[CH:14][C:9]([CH2:8][N:6]2[CH:7]=[C:26]([Si:27]([CH3:30])([CH3:29])[CH3:28])[C:25]3[C:24]4[C:19]([NH:18][C:4]=3[C:5]2=[O:17])=[N:20][CH:21]=[C:22]([CH3:31])[CH:23]=4)=[CH:10][CH:11]=1. The catalyst is C(OCC)(=O)C. The yield is 0.890.